From a dataset of CYP3A4 inhibition data for predicting drug metabolism from PubChem BioAssay. Regression/Classification. Given a drug SMILES string, predict its absorption, distribution, metabolism, or excretion properties. Task type varies by dataset: regression for continuous measurements (e.g., permeability, clearance, half-life) or binary classification for categorical outcomes (e.g., BBB penetration, CYP inhibition). Dataset: cyp3a4_veith. The drug is C[C@@H]1Cc2cc3c(cc2C(c2ccc(N)cc2)=NN1)OCO3. The result is 1 (inhibitor).